Dataset: Experimentally validated miRNA-target interactions with 360,000+ pairs, plus equal number of negative samples. Task: Binary Classification. Given a miRNA mature sequence and a target amino acid sequence, predict their likelihood of interaction. (1) The miRNA is hsa-miR-381-3p with sequence UAUACAAGGGCAAGCUCUCUGU. The protein sequence of the target gene is MAGYKPVAIQTYPILGEKITQDTLYWNNYKTPVQIKEFGAVSKVDFSPQPPYNYAVTASSRIHIYGRYSQEPIKTFSRFKDTAYCATFRQDGRLLVAGSEDGGVQLFDISGRAPLRQFEGHTKAVHTVDFTADKYHVVSGADDYTVKLWDIPNSKEILTFKEHSDYVRCGCASKLNPDLFITGSYDHTVKMFDARTSESVLSVEHGQPVESVLLFPSGGLLVSAGGRYVKVWDMLKGGQLLVSLKNHHKTVTCLCLSSSGQRLLSGSLDRKVKVYSTTSYKVVHSFDYAASILSLALAHE.... Result: 1 (interaction). (2) The miRNA is hsa-miR-8086 with sequence UGCUAGUCUGGACUGAUAUGGU. The protein sequence of the target gene is MVDYHAANQAYQYGPSSGGNGTGGGGGMGDYMAQEDDWDRDLLLDPAWEKQQRKTFTAWCNSHLRKAGTQIENIDEDFRDGLKLMLLLEVISGERLPKPERGKMRVHKINNVNKALDFIASKGVKLVSIGAEEIVDGNAKMTLGMIWTIILRFAIQDISVEETSAKEGLLLWCQRKTAPYKNVNVQNFHISWKDGLAFNALIHRHRPELIEYDKLRKDDPVTNLNNAFEVAEKYLDIPKMLDAEDIVNTARPDEKAIMTYVSSFYHAFSGAQKAETAANRICKVLAVNQENEHLMEDYER.... Result: 0 (no interaction). (3) The miRNA is hsa-miR-520c-3p with sequence AAAGUGCUUCCUUUUAGAGGGU. The protein sequence of the target gene is MSKVARSSSESDVQLWETEEDDMTEGDLGYGLGRKPGGIYEIEFSHRSRKRSDGKNFSPPPFPRKGEERNEASFQYSKHKSQQDTFPQVSRISNYRRQSSTVDSNSELSNEELRQCLNETLEEVEMLKTELEASQRQLRGKEEALKILQSMAILGKATSHTQAVLQKTMEQNRSLEKEINALQWEIEFDHNRFKNIEESWIQKYDRLNCENAVLKENLKVKTEEIKMLKSDNAVLNQRYLEALAMLDIKQQKMAQENMCCDKSGFAEASGLELAVLGACLCHGPGGNPCSCARMAASTRK.... Result: 1 (interaction). (4) The miRNA is mmu-miR-467c-5p with sequence UAAGUGCGUGCAUGUAUAUGUG. The protein sequence of the target gene is MVQSTVTVNGVKVASTHPQSAHISIHIHQKSALEQLLGAVGSLKKFLSWPQARIHYGQLSLGVTQILLGLVSCALGVCLYFGPWTELCAFGCAFWSGSVAILAGVGTIVHEKRQGKLSGQVSCLLLLACIATAAAATVLGVNSLIRQTSVPYYVEIFSTCNPLQSSMDPGYGTVRYSDDSDWKTERCREYLNMMMNLFLAFCIMLTVVCILEIVVSVASLGLSLRSMYGRSSQALNEEESERKLLDGHPAPASPAKEKIPAIL. Result: 0 (no interaction).